The task is: Predict the reactants needed to synthesize the given product.. This data is from Full USPTO retrosynthesis dataset with 1.9M reactions from patents (1976-2016). (1) Given the product [O:1]1[CH2:6][CH2:5][CH:4]([C:7]2[CH:8]=[C:9]([CH:13]=[CH:14][CH:15]=2)[C:10]([OH:12])=[O:11])[CH2:3][CH2:2]1, predict the reactants needed to synthesize it. The reactants are: [O:1]1[CH2:6][CH:5]=[C:4]([C:7]2[CH:8]=[C:9]([CH:13]=[CH:14][CH:15]=2)[C:10]([OH:12])=[O:11])[CH2:3][CH2:2]1.[H][H]. (2) Given the product [Cl:1][C:2]1[N:3]=[CH:4][C:5]([C:6]([N:48]2[CH2:49][CH2:50][N:45]([CH3:44])[CH2:46][CH2:47]2)=[O:8])=[CH:9][CH:10]=1, predict the reactants needed to synthesize it. The reactants are: [Cl:1][C:2]1[CH:10]=[CH:9][C:5]([C:6]([OH:8])=O)=[CH:4][N:3]=1.F[P-](F)(F)(F)(F)F.N1(O[P+](N2CCCC2)(N2CCCC2)N2CCCC2)C2C=CC=CC=2N=N1.[CH3:44][N:45]1[CH2:50][CH2:49][NH:48][CH2:47][CH2:46]1.C(N(CC)CC)C. (3) Given the product [Cl:14][C:15]1[CH:16]=[CH:17][C:18]([C@@H:21]2[C@@:23]3([C:31]4[C:26](=[CH:27][CH:28]=[CH:29][CH:30]=4)[N:25]([C:3]4[CH:4]=[C:5]([CH:9]=[CH:10][CH:2]=4)[C:6]([OH:8])=[O:7])[C:24]3=[O:32])[CH2:22]2)=[CH:19][CH:20]=1, predict the reactants needed to synthesize it. The reactants are: C[C:2]1[CH:10]=[CH:9][C:5]([C:6]([O-:8])=[O:7])=[C:4](CC)[C:3]=1I.[Cl:14][C:15]1[CH:20]=[CH:19][C:18]([C@H:21]2[C@:23]3([C:31]4[C:26](=[CH:27][CH:28]=[CH:29][CH:30]=4)[NH:25][C:24]3=[O:32])[CH2:22]2)=[CH:17][CH:16]=1. (4) The reactants are: [Br:1][C:2]1[CH:3]=[N:4][C:5]2[N:6]([N:8]=[C:9]([C:11]([OH:13])=O)[CH:10]=2)[CH:7]=1.[CH3:14][O:15][C:16]1[C:25]([O:26][CH3:27])=[CH:24][CH:23]=[C:22]2[C:17]=1[CH2:18][CH2:19][NH:20][CH:21]2[CH3:28]. Given the product [Br:1][C:2]1[CH:3]=[N:4][C:5]2[N:6]([N:8]=[C:9]([C:11]([N:20]3[CH2:19][CH2:18][C:17]4[C:22](=[CH:23][CH:24]=[C:25]([O:26][CH3:27])[C:16]=4[O:15][CH3:14])[CH:21]3[CH3:28])=[O:13])[CH:10]=2)[CH:7]=1, predict the reactants needed to synthesize it. (5) Given the product [Br-:91].[CH2:1]([O:19][CH:20]([CH2:25][O:26][CH2:27][CH2:28][CH2:29][CH2:30][CH2:31][CH2:32][CH2:33][CH2:34][CH:35]=[CH:36][CH2:37][CH2:38][CH2:39][CH2:40][CH2:41][CH2:42][CH2:43][CH3:44])[CH2:21][N+:22]([CH2:90][CH2:89][CH2:88][CH2:87][C:86]([O:85][CH2:84][CH2:83][C:82](=[O:93])[CH2:81][CH2:80][C:79](=[O:94])[CH2:78][CH2:77][OH:76])=[O:92])([CH3:24])[CH3:23])[CH2:2][CH2:3][CH2:4][CH2:5][CH2:6][CH2:7][CH2:8][CH:9]=[CH:10][CH2:11][CH2:12][CH2:13][CH2:14][CH2:15][CH2:16][CH2:17][CH3:18], predict the reactants needed to synthesize it. The reactants are: [CH2:1]([O:19][CH:20]([CH2:25][O:26][CH2:27][CH2:28][CH2:29][CH2:30][CH2:31][CH2:32][CH2:33][CH2:34][CH:35]=[CH:36][CH2:37][CH2:38][CH2:39][CH2:40][CH2:41][CH2:42][CH2:43][CH3:44])[CH2:21][N:22]([CH3:24])[CH3:23])[CH2:2][CH2:3][CH2:4][CH2:5][CH2:6][CH2:7][CH2:8][CH:9]=[CH:10][CH2:11][CH2:12][CH2:13][CH2:14][CH2:15][CH2:16][CH2:17][CH3:18].S(OCCCCCCCCC=CCCCCCCCC)(=O)(=O)C.CN(C)CC(O)CO.[OH:76][CH2:77][CH2:78][C:79](=[O:94])[CH2:80][CH2:81][C:82](=[O:93])[CH2:83][CH2:84][O:85][C:86](=[O:92])[CH2:87][CH2:88][CH2:89][CH2:90][Br:91]. (6) Given the product [C:1]([C:3]1[CH:4]=[CH:5][C:6]([C:9]2[N:13]3[CH:14]=[C:15]([C:18]4[CH:26]=[CH:25][C:21]([C:22]([NH:58][CH2:59][C:60]([N:62]5[CH2:67][CH2:66][O:65][CH2:64][CH2:63]5)=[O:61])=[O:24])=[CH:20][CH:19]=4)[CH:16]=[CH:17][C:12]3=[N:11][CH:10]=2)=[CH:7][CH:8]=1)#[N:2], predict the reactants needed to synthesize it. The reactants are: [C:1]([C:3]1[CH:8]=[CH:7][C:6]([C:9]2[N:13]3[CH:14]=[C:15]([C:18]4[CH:26]=[CH:25][C:21]([C:22]([OH:24])=O)=[CH:20][CH:19]=4)[CH:16]=[CH:17][C:12]3=[N:11][CH:10]=2)=[CH:5][CH:4]=1)#[N:2].CN(C(ON1N=NC2C=CC=NC1=2)=[N+](C)C)C.F[P-](F)(F)(F)(F)F.CN1CCOCC1.[NH2:58][CH2:59][C:60]([N:62]1[CH2:67][CH2:66][O:65][CH2:64][CH2:63]1)=[O:61]. (7) The reactants are: [NH:1]1[C:5]2=[N:6][CH:7]=[CH:8][CH:9]=[C:4]2[C:3]([CH:10]([C:12]2[CH:13]=[N:14][C:15]([NH:18][CH2:19][C:20]3[CH:25]=[CH:24][C:23]([C:26]([F:29])([F:28])[F:27])=[CH:22][CH:21]=3)=[CH:16][CH:17]=2)O)=[CH:2]1.FC(F)(F)C(O)=O.C([SiH](CC)CC)C.C(=O)(O)[O-].[Na+]. Given the product [NH:1]1[C:5]2=[N:6][CH:7]=[CH:8][CH:9]=[C:4]2[C:3]([CH2:10][C:12]2[CH:17]=[CH:16][C:15]([NH:18][CH2:19][C:20]3[CH:25]=[CH:24][C:23]([C:26]([F:27])([F:29])[F:28])=[CH:22][CH:21]=3)=[N:14][CH:13]=2)=[CH:2]1, predict the reactants needed to synthesize it.